Task: Predict the product of the given reaction.. Dataset: Forward reaction prediction with 1.9M reactions from USPTO patents (1976-2016) Given the reactants [CH2:1]([C:8]1[CH:9]=[N:10][C:11]2[C:16]([C:17]=1[C:18]1[CH:19]=[C:20]([NH2:24])[CH:21]=[CH:22][CH:23]=1)=[CH:15][CH:14]=[CH:13][C:12]=2[C:25]([F:28])([F:27])[F:26])[C:2]1[CH:7]=[CH:6][CH:5]=[CH:4][CH:3]=1.[O:29]1[C:33]2[CH:34]=[CH:35][CH:36]=[CH:37][C:32]=2[CH:31]=[C:30]1[CH:38]=O, predict the reaction product. The product is: [O:29]1[C:33]2[CH:34]=[CH:35][CH:36]=[CH:37][C:32]=2[CH:31]=[C:30]1[CH2:38][NH:24][C:20]1[CH:21]=[CH:22][CH:23]=[C:18]([C:17]2[C:16]3[C:11](=[C:12]([C:25]([F:28])([F:26])[F:27])[CH:13]=[CH:14][CH:15]=3)[N:10]=[CH:9][C:8]=2[CH2:1][C:2]2[CH:3]=[CH:4][CH:5]=[CH:6][CH:7]=2)[CH:19]=1.